From a dataset of Reaction yield outcomes from USPTO patents with 853,638 reactions. Predict the reaction yield, written as a fraction of the theoretical maximum amount of product (1.0 means a 100% yield; for example, 0.34 means a 34% yield). The reactants are C(=O)([O-])[O-].[K+].[K+].[OH:7][N:8]1[C:12](=[O:13])[C:11]2=[CH:14][CH:15]=[CH:16][CH:17]=[C:10]2[C:9]1=[O:18].[CH:19]1(Br)[CH2:23][CH2:22][CH2:21][CH2:20]1.O. The catalyst is CS(C)=O. The product is [CH:19]1([O:7][N:8]2[C:9](=[O:18])[C:10]3[C:11](=[CH:14][CH:15]=[CH:16][CH:17]=3)[C:12]2=[O:13])[CH2:23][CH2:22][CH2:21][CH2:20]1. The yield is 0.850.